From a dataset of Reaction yield outcomes from USPTO patents with 853,638 reactions. Predict the reaction yield, written as a fraction of the theoretical maximum amount of product (1.0 means a 100% yield; for example, 0.34 means a 34% yield). (1) The reactants are [CH2:1]([N:5]([S:15]([C:18]1[CH:23]=[CH:22][C:21]([N+:24]([O-:26])=[O:25])=[CH:20][CH:19]=1)(=[O:17])=[O:16])[C@H:6]([C:12]([OH:14])=[O:13])[CH2:7][CH2:8][CH2:9][CH2:10][NH2:11])[CH:2]([CH3:4])[CH3:3].[CH3:27][O:28][C:29]1[C:39]([O:40][CH3:41])=[CH:38][CH:37]=[CH:36][C:30]=1[CH:31]=[CH:32][C:33](O)=[O:34]. No catalyst specified. The product is [CH2:1]([N:5]([S:15]([C:18]1[CH:23]=[CH:22][C:21]([N+:24]([O-:26])=[O:25])=[CH:20][CH:19]=1)(=[O:17])=[O:16])[C@H:6]([C:12]([OH:14])=[O:13])[CH2:7][CH2:8][CH2:9][CH2:10][NH:11][C:33](=[O:34])[CH:32]=[CH:31][C:30]1[CH:36]=[CH:37][CH:38]=[C:39]([O:40][CH3:41])[C:29]=1[O:28][CH3:27])[CH:2]([CH3:4])[CH3:3]. The yield is 0.700. (2) The yield is 0.310. The reactants are [CH3:1][O:2][C:3]1[CH:4]=[C:5]2[C:10](=[CH:11][CH:12]=1)[CH:9]=[C:8]([C@H:13]([CH3:17])[C:14]([OH:16])=[O:15])[CH:7]=[CH:6]2.[OH:18][CH2:19][CH2:20][O:21][C:22]1[CH:31]=[CH:30][C:25]([O:26][CH2:27][CH2:28]O)=[CH:24][CH:23]=1.Cl.CN(C)CCCN=C=NCC.CCN(CC)CC. The catalyst is CN(C=O)C. The product is [CH3:1][O:2][C:3]1[CH:4]=[C:5]2[C:10](=[CH:11][CH:12]=1)[CH:9]=[C:8]([C@H:13]([CH3:17])[C:14]([O:16][CH2:28][CH2:27][O:26][C:25]1[CH:30]=[CH:31][C:22]([O:21][CH2:20][CH2:19][OH:18])=[CH:23][CH:24]=1)=[O:15])[CH:7]=[CH:6]2. (3) The reactants are [NH2:1][C:2]1[N:6]([CH2:7][CH2:8][CH2:9][OH:10])[N:5]=[C:4]([C:11]([CH3:14])([CH3:13])[CH3:12])[CH:3]=1.[OH-].[Na+].Cl[C:18]([O:20][CH2:21][C:22]([Cl:25])([Cl:24])[Cl:23])=[O:19]. The catalyst is CCOC(C)=O. The product is [Cl:23][C:22]([Cl:25])([Cl:24])[CH2:21][O:20][C:18](=[O:19])[NH:1][C:2]1[N:6]([CH2:7][CH2:8][CH2:9][OH:10])[N:5]=[C:4]([C:11]([CH3:14])([CH3:13])[CH3:12])[CH:3]=1. The yield is 0.630. (4) The reactants are [Br:1][C:2]1[CH:3]=[CH:4][C:5]([CH2:8][C:9]#[N:10])=[N:6][CH:7]=1.Br[CH2:12][CH2:13][CH2:14][CH2:15][CH2:16]Br. No catalyst specified. The product is [Br:1][C:2]1[CH:3]=[CH:4][C:5]([C:8]2([C:9]#[N:10])[CH2:16][CH2:15][CH2:14][CH2:13][CH2:12]2)=[N:6][CH:7]=1. The yield is 0.600. (5) The reactants are C([NH:8][C:9]1[C:17]2[O:16][CH2:15][CH:14]([C:18]3[CH:23]=[CH:22][C:21]([CH:24]([CH3:26])[CH3:25])=[CH:20][CH:19]=3)[C:13]=2[C:12]([CH3:27])=[C:11]([CH3:28])[C:10]=1[CH3:29])C1C=CC=CC=1. The catalyst is CCCCCC.C(OCC)(=O)C. The product is [CH:24]([C:21]1[CH:20]=[CH:19][C:18]([CH:14]2[C:13]3[C:12]([CH3:27])=[C:11]([CH3:28])[C:10]([CH3:29])=[C:9]([NH2:8])[C:17]=3[O:16][CH2:15]2)=[CH:23][CH:22]=1)([CH3:26])[CH3:25]. The yield is 0.800. (6) The reactants are [H-].[Na+].[C:3]([O:7][CH3:8])(=[O:6])[CH2:4][OH:5].F[C:10]1[CH:15]=[CH:14][C:13]([S:16]([NH2:19])(=[O:18])=[O:17])=[CH:12][CH:11]=1.Cl. The catalyst is CN(C=O)C. The product is [NH2:19][S:16]([C:13]1[CH:14]=[CH:15][C:10]([O:5][CH2:4][C:3]([O:7][CH3:8])=[O:6])=[CH:11][CH:12]=1)(=[O:18])=[O:17]. The yield is 0.320.